From a dataset of Forward reaction prediction with 1.9M reactions from USPTO patents (1976-2016). Predict the product of the given reaction. (1) Given the reactants [N:1]1[CH:6]=[CH:5][CH:4]=[C:3]([C:7]2[CH:8]=[CH:9][C:10]3[N:11]([C:13]([CH:16]=[O:17])=[CH:14][N:15]=3)[CH:12]=2)C=1.BrC1C=CC2N(C(C=O)=CN=2)C=1.N1C=CC=C1B(O)O, predict the reaction product. The product is: [NH:1]1[CH:6]=[CH:5][CH:4]=[C:3]1[C:7]1[CH:8]=[CH:9][C:10]2[N:11]([C:13]([CH:16]=[O:17])=[CH:14][N:15]=2)[CH:12]=1. (2) Given the reactants [CH3:1][O:2][C:3]1[CH:8]=[C:7]([CH3:9])[CH:6]=[CH:5][C:4]=1[OH:10].[CH2:11](Br)[C:12]1[CH:17]=[CH:16][CH:15]=[CH:14][CH:13]=1.C([O-])([O-])=O.[K+].[K+], predict the reaction product. The product is: [CH2:11]([O:10][C:4]1[CH:5]=[CH:6][C:7]([CH3:9])=[CH:8][C:3]=1[O:2][CH3:1])[C:12]1[CH:17]=[CH:16][CH:15]=[CH:14][CH:13]=1. (3) Given the reactants [CH3:1][C:2]1[CH:3]=[CH:4][C:5]([N+:18]([O-:20])=[O:19])=[C:6]([C:8]2[O:12][N:11]=[C:10]([C:13](OCC)=[O:14])[N:9]=2)[CH:7]=1.[BH4-].[Li+], predict the reaction product. The product is: [CH3:1][C:2]1[CH:3]=[CH:4][C:5]([N+:18]([O-:20])=[O:19])=[C:6]([C:8]2[O:12][N:11]=[C:10]([CH2:13][OH:14])[N:9]=2)[CH:7]=1.